From a dataset of Full USPTO retrosynthesis dataset with 1.9M reactions from patents (1976-2016). Predict the reactants needed to synthesize the given product. (1) Given the product [CH3:26][O:27][CH2:28][CH2:29][O:30][C:18]([N:11]1[C:12]2[C:17](=[CH:16][CH:15]=[CH:14][CH:13]=2)/[C:9](=[CH:8]/[C:3]2[NH:4][C:5]([CH3:7])=[CH:6][C:2]=2[CH3:1])/[C:10]1=[O:25])=[O:19], predict the reactants needed to synthesize it. The reactants are: [CH3:1][C:2]1[CH:6]=[C:5]([CH3:7])[NH:4][C:3]=1/[CH:8]=[C:9]1\[C:10](=[O:25])[N:11]([C:18](N2C=CN=C2)=[O:19])[C:12]2[C:17]\1=[CH:16][CH:15]=[CH:14][CH:13]=2.[CH3:26][O:27][CH2:28][CH2:29][OH:30]. (2) Given the product [Cl:3][C:4]1[CH:13]=[CH:12][CH:11]=[C:10]2[C:5]=1[C:6](=[O:8])[NH:16][C:18]([C:19]([O:21][CH2:22][CH3:23])=[O:20])=[CH:14]2, predict the reactants needed to synthesize it. The reactants are: [H-].[Na+].[Cl:3][C:4]1[CH:13]=[CH:12][CH:11]=[C:10]([CH:14]=O)[C:5]=1[C:6]([O:8]C)=O.[N+:16]([CH2:18][C:19]([O:21][CH2:22][CH3:23])=[O:20])#[C-]. (3) Given the product [CH3:1][O:2][NH:3][C:4]([C:6]1[C:7](=[O:29])[C:8]2[CH:13]=[N:12][C:11]([NH:43][C:39]3[CH:40]=[CH:41][CH:42]=[C:37]([CH2:36][CH2:35][N:30]4[CH2:31][CH2:32][CH2:33][CH2:34]4)[CH:38]=3)=[N:10][C:9]=2[N:18]([C:20]2[CH:21]=[C:22]3[C:26](=[CH:27][CH:28]=2)[CH2:25][CH2:24][CH2:23]3)[CH:19]=1)=[O:5], predict the reactants needed to synthesize it. The reactants are: [CH3:1][O:2][NH:3][C:4]([C:6]1[C:7](=[O:29])[C:8]2[CH:13]=[N:12][C:11](S(C)(=O)=O)=[N:10][C:9]=2[N:18]([C:20]2[CH:21]=[C:22]3[C:26](=[CH:27][CH:28]=2)[CH2:25][CH2:24][CH2:23]3)[CH:19]=1)=[O:5].[N:30]1([CH2:35][CH2:36][C:37]2[CH:38]=[C:39]([NH2:43])[CH:40]=[CH:41][CH:42]=2)[CH2:34][CH2:33][CH2:32][CH2:31]1. (4) Given the product [C:29]([N:8]([CH2:9][C:10]1[C:19]2[C:14](=[CH:15][CH:16]=[CH:17][CH:18]=2)[C:13]([C:20]([O:22][CH3:23])=[O:21])=[CH:12][CH:11]=1)[CH2:7][C:3]1[N:2]([CH3:1])[CH:6]=[CH:5][N:4]=1)([O:28][C:24]([CH3:27])([CH3:26])[CH3:25])=[O:30], predict the reactants needed to synthesize it. The reactants are: [CH3:1][N:2]1[CH:6]=[CH:5][N:4]=[C:3]1[CH2:7][NH:8][CH2:9][C:10]1[C:19]2[C:14](=[CH:15][CH:16]=[CH:17][CH:18]=2)[C:13]([C:20]([O:22][CH3:23])=[O:21])=[CH:12][CH:11]=1.[C:24]([O:28][C:29](O[C:29]([O:28][C:24]([CH3:27])([CH3:26])[CH3:25])=[O:30])=[O:30])([CH3:27])([CH3:26])[CH3:25].C(N(CC)CC)C.O. (5) Given the product [CH:1]([NH:4][C:5]1[N:6]=[C:7]([CH3:14])[CH:8]=[C:9]([C:11]2[O:13][N:40]=[C:31]([C:32]3[CH:37]=[CH:36][C:35]([CH:38]=[CH2:39])=[CH:34][CH:33]=3)[N:30]=2)[N:10]=1)([CH3:2])[CH3:3], predict the reactants needed to synthesize it. The reactants are: [CH:1]([NH:4][C:5]1[N:10]=[C:9]([C:11]([OH:13])=O)[CH:8]=[C:7]([CH3:14])[N:6]=1)([CH3:3])[CH3:2].C1C=CC2N(O)N=NC=2C=1.C(Cl)CCl.O[NH:30][C:31](=[NH:40])[C:32]1[CH:37]=[CH:36][C:35]([CH:38]=[CH2:39])=[CH:34][CH:33]=1. (6) Given the product [CH3:1][O:2][C:3]1[CH:12]=[CH:11][C:10]([NH2:13])=[C:9]2[C:4]=1[CH:5]=[CH:6][CH:7]=[N:8]2, predict the reactants needed to synthesize it. The reactants are: [CH3:1][O:2][C:3]1[CH:12]=[CH:11][C:10]([N+:13]([O-])=O)=[C:9]2[C:4]=1[CH:5]=[CH:6][CH:7]=[N:8]2.O.O.Cl[Sn]Cl.[OH-].[Na+]. (7) Given the product [Cl:6][C:7]1[S:11][C:10]([C:12]([O:14][CH2:15][CH3:16])=[O:13])=[CH:9][CH:8]=1, predict the reactants needed to synthesize it. The reactants are: OS(O)(=O)=O.[Cl:6][C:7]1[S:11][C:10]([C:12]([OH:14])=[O:13])=[CH:9][CH:8]=1.[CH2:15](O)[CH3:16].